From a dataset of Forward reaction prediction with 1.9M reactions from USPTO patents (1976-2016). Predict the product of the given reaction. (1) Given the reactants [Cl:1][C:2]1[CH:7]=[CH:6][C:5](B(O)O)=[CH:4][CH:3]=1.[CH3:11][O:12][C:13](=[O:39])[C:14]1[CH:19]=[CH:18][CH:17]=[C:16]([CH2:20][N:21]([C:29](=[O:38])[C:30]#[C:31][CH:32]2[CH2:37][CH2:36][CH2:35][CH2:34][CH2:33]2)[C:22]2[CH:27]=[CH:26][CH:25]=[CH:24][C:23]=2I)[CH:15]=1, predict the reaction product. The product is: [CH3:11][O:12][C:13](=[O:39])[C:14]1[CH:19]=[CH:18][CH:17]=[C:16]([CH2:20][N:21]2[C:22]3[C:27](=[CH:26][CH:25]=[CH:24][CH:23]=3)/[C:30](=[C:31](\[C:5]3[CH:6]=[CH:7][C:2]([Cl:1])=[CH:3][CH:4]=3)/[CH:32]3[CH2:37][CH2:36][CH2:35][CH2:34][CH2:33]3)/[C:29]2=[O:38])[CH:15]=1. (2) Given the reactants [CH2:1]([O:3][C:4]1[CH:10]=[CH:9][C:7]([NH2:8])=[C:6]([CH3:11])[CH:5]=1)[CH3:2].[C:12]([O:16][C:17](O[C:17]([O:16][C:12]([CH3:15])([CH3:14])[CH3:13])=[O:18])=[O:18])([CH3:15])([CH3:14])[CH3:13], predict the reaction product. The product is: [CH2:1]([O:3][C:4]1[CH:10]=[CH:9][C:7]([NH:8][C:17](=[O:18])[O:16][C:12]([CH3:15])([CH3:14])[CH3:13])=[C:6]([CH3:11])[CH:5]=1)[CH3:2].